Predict the reaction yield, written as a fraction of the theoretical maximum amount of product (1.0 means a 100% yield; for example, 0.34 means a 34% yield). From a dataset of Reaction yield outcomes from USPTO patents with 853,638 reactions. (1) The reactants are [Br:1][C:2]1[CH:7]=[CH:6][CH:5]=[CH:4][C:3]=1[NH:8][C:9](=[O:18])[CH:10]=[CH:11]C1C=CC=CC=1.[Cl-].[Al+3].[Cl-].[Cl-]. The catalyst is ClC1C=CC=CC=1. The product is [Br:1][C:2]1[CH:7]=[CH:6][CH:5]=[C:4]2[C:3]=1[NH:8][C:9](=[O:18])[CH:10]=[CH:11]2. The yield is 0.650. (2) The reactants are [N:1]1([C:10]2[S:14][C:13]([C:15]([O:17][CH3:18])=[O:16])=[C:12](OS(C(F)(F)F)(=O)=O)[CH:11]=2)[C:5]2[CH:6]=[CH:7][CH:8]=[CH:9][C:4]=2[N:3]=[CH:2]1.C(=O)([O-])[O-].[Cs+].[Cs+].C1(P(C2C=CC=CC=2)C2C=CC3C(=CC=CC=3)C=2C2C3C(=CC=CC=3)C=CC=2P(C2C=CC=CC=2)C2C=CC=CC=2)C=CC=CC=1.[NH2:79][C:80]1[CH:85]=[CH:84][CH:83]=[CH:82][CH:81]=1. The catalyst is C1C=CC(/C=C/C(/C=C/C2C=CC=CC=2)=O)=CC=1.C1C=CC(/C=C/C(/C=C/C2C=CC=CC=2)=O)=CC=1.C1C=CC(/C=C/C(/C=C/C2C=CC=CC=2)=O)=CC=1.[Pd].[Pd].C1(C)C=CC=CC=1. The product is [NH:79]([C:12]1[CH:11]=[C:10]([N:1]2[C:5]3[CH:6]=[CH:7][CH:8]=[CH:9][C:4]=3[N:3]=[CH:2]2)[S:14][C:13]=1[C:15]([O:17][CH3:18])=[O:16])[C:80]1[CH:85]=[CH:84][CH:83]=[CH:82][CH:81]=1. The yield is 0.800. (3) The reactants are [NH2:1][C:2]1[N:6]([C:7]2([CH2:20][OH:21])[CH2:12][CH2:11][N:10]([CH2:13][C:14]3[CH:19]=[CH:18][CH:17]=[CH:16][CH:15]=3)[CH2:9][CH2:8]2)[N:5]=[C:4]([C:22]2[CH:27]=[CH:26][C:25]([O:28][C:29]3[CH:34]=[CH:33][CH:32]=[CH:31][CH:30]=3)=[CH:24][CH:23]=2)[C:3]=1[C:35]#[N:36].[CH3:37][S:38](Cl)(=[O:40])=[O:39]. The catalyst is C(Cl)Cl. The product is [CH3:37][S:38]([O:21][CH2:20][C:7]1([N:6]2[C:2]([NH2:1])=[C:3]([C:35]#[N:36])[C:4]([C:22]3[CH:23]=[CH:24][C:25]([O:28][C:29]4[CH:34]=[CH:33][CH:32]=[CH:31][CH:30]=4)=[CH:26][CH:27]=3)=[N:5]2)[CH2:12][CH2:11][N:10]([CH2:13][C:14]2[CH:15]=[CH:16][CH:17]=[CH:18][CH:19]=2)[CH2:9][CH2:8]1)(=[O:40])=[O:39]. The yield is 0.628.